From a dataset of Forward reaction prediction with 1.9M reactions from USPTO patents (1976-2016). Predict the product of the given reaction. Given the reactants [CH3:1][C:2]1[CH:10]=[CH:9][CH:8]=[C:7]([CH3:11])[C:3]=1[C:4]([OH:6])=O.[CH3:12][CH:13]1[CH2:18][CH2:17][CH2:16][CH2:15][CH:14]1[NH2:19], predict the reaction product. The product is: [CH3:11][C:7]1[CH:8]=[CH:9][CH:10]=[C:2]([CH3:1])[C:3]=1[C:4]([NH:19][CH:14]1[CH2:15][CH2:16][CH2:17][CH2:18][CH:13]1[CH3:12])=[O:6].